Dataset: Forward reaction prediction with 1.9M reactions from USPTO patents (1976-2016). Task: Predict the product of the given reaction. (1) Given the reactants C([O:3][C:4](=[O:35])[CH:5]([NH:18][C:19](=[O:34])[C:20]1[CH:25]=[CH:24][C:23]([NH:26][C:27]([O:29][C:30]([CH3:33])([CH3:32])[CH3:31])=[O:28])=[CH:22][CH:21]=1)[CH2:6][C:7]1[CH:12]=[CH:11][C:10]([C:13](=[NH:16])[NH:14][OH:15])=[C:9]([F:17])[CH:8]=1)C.C(OC(=O)C(N[C:52](=O)[C:53]1[CH:58]=[CH:57][C:56]([NH:59][C:60]([O:62][C:63]([CH3:66])([CH3:65])[CH3:64])=[O:61])=[CH:55][CH:54]=1)CC1C=CC(C#N)=C(F)C=1)C.NO.Cl.C([O-])(O)=O.[Na+], predict the reaction product. The product is: [C:30]([O:29][C:27]([NH:26][C:23]1[CH:22]=[CH:21][C:20]([C:19]([NH:18][CH:5]([CH2:6][C:7]2[CH:12]=[CH:11][C:10]([C:13]3[N:16]=[C:52]([C:53]4[CH:54]=[CH:55][C:56]([NH:59][C:60]([O:62][C:63]([CH3:66])([CH3:65])[CH3:64])=[O:61])=[CH:57][CH:58]=4)[O:15][N:14]=3)=[C:9]([F:17])[CH:8]=2)[C:4]([OH:3])=[O:35])=[O:34])=[CH:25][CH:24]=1)=[O:28])([CH3:33])([CH3:31])[CH3:32]. (2) Given the reactants [C:1]1(=[O:6])[CH2:5][CH2:4][CH:3]=[CH:2]1.FC(F)(F)C(O)=O.CO[CH2:16][N:17]([CH2:23][C:24]1[CH:29]=[CH:28][CH:27]=[C:26]([C:30]([F:33])([F:32])[F:31])[CH:25]=1)[CH2:18][Si](C)(C)C, predict the reaction product. The product is: [F:31][C:30]([F:32])([F:33])[C:26]1[CH:25]=[C:24]([CH:29]=[CH:28][CH:27]=1)[CH2:23][N:17]1[CH2:18][CH:2]2[C:1](=[O:6])[CH2:5][CH2:4][CH:3]2[CH2:16]1. (3) Given the reactants [C:1]([O:5][C:6](=[O:31])[CH2:7][O:8][C:9]1[CH:14]=[CH:13][C:12](Cl)=[CH:11][C:10]=1[C:16]#[C:17][C:18]1[CH:23]=[C:22]([S:24]([CH2:27][CH2:28][CH3:29])(=[O:26])=[O:25])[CH:21]=[CH:20][C:19]=1F)([CH3:4])([CH3:3])[CH3:2].C(OC(=O)COC1C=CC([F:46])=CC=1Br)(C)(C)C.C(C1C=CC=C(S(CCC)(=O)=O)C=1)#C, predict the reaction product. The product is: [C:1]([O:5][C:6](=[O:31])[CH2:7][O:8][C:9]1[CH:14]=[CH:13][C:12]([F:46])=[CH:11][C:10]=1[C:16]#[C:17][C:18]1[CH:19]=[CH:20][CH:21]=[C:22]([S:24]([CH2:27][CH2:28][CH3:29])(=[O:26])=[O:25])[CH:23]=1)([CH3:4])([CH3:3])[CH3:2]. (4) Given the reactants [NH2:1][C:2]1[NH:6][N:5]=[C:4]2[CH2:7][N:8]([C:10]([O:12][C:13]([CH3:16])([CH3:15])[CH3:14])=[O:11])[CH2:9][C:3]=12.CC[O-].[Na+].CO[CH:23](OC)[CH2:24][C:25](=O)[CH3:26], predict the reaction product. The product is: [CH3:26][C:25]1[CH:24]=[CH:23][N:6]2[N:5]=[C:4]3[CH2:7][N:8]([C:10]([O:12][C:13]([CH3:16])([CH3:15])[CH3:14])=[O:11])[CH2:9][C:3]3=[C:2]2[N:1]=1.[CH3:26][C:25]1[N:6]2[N:5]=[C:4]3[CH2:7][N:8]([C:10]([O:12][C:13]([CH3:16])([CH3:15])[CH3:14])=[O:11])[CH2:9][C:3]3=[C:2]2[N:1]=[CH:23][CH:24]=1. (5) Given the reactants Cl.[O:2]=[C:3]1[N:7]([C:8]2[CH:17]=[CH:16][C:11]([C:12]([O:14][CH3:15])=[O:13])=[CH:10][CH:9]=2)[CH2:6][C:5]2([CH2:22][CH2:21][NH:20][CH2:19][CH2:18]2)[O:4]1.[Cl:23][C:24]1[CH:29]=[C:28]([CH:30]=O)[CH:27]=[C:26]([Cl:32])[C:25]=1[C:33]1[CH:38]=[CH:37][C:36]([F:39])=[CH:35][CH:34]=1.C(O)(=O)C.C([BH3-])#N, predict the reaction product. The product is: [Cl:23][C:24]1[C:25]([C:33]2[CH:38]=[CH:37][C:36]([F:39])=[CH:35][CH:34]=2)=[C:26]([Cl:32])[CH:27]=[C:28]([CH2:30][N:20]2[CH2:21][CH2:22][C:5]3([O:4][C:3](=[O:2])[N:7]([C:8]4[CH:17]=[CH:16][C:11]([C:12]([O:14][CH3:15])=[O:13])=[CH:10][CH:9]=4)[CH2:6]3)[CH2:18][CH2:19]2)[CH:29]=1. (6) Given the reactants [C:1]([O:5][C:6]([N:8]([CH3:14])[CH2:9][CH2:10][C:11]([OH:13])=[O:12])=[O:7])([CH3:4])([CH3:3])[CH3:2].CO.[CH3:17]CN=C=NCCCN(C)C, predict the reaction product. The product is: [C:1]([O:5][C:6]([N:8]([CH3:14])[CH2:9][CH2:10][C:11]([O:13][CH3:17])=[O:12])=[O:7])([CH3:4])([CH3:3])[CH3:2]. (7) Given the reactants [NH2:1][C:2]1[CH:3]=[C:4]([CH:15]=[CH:16][CH:17]=1)[O:5][C:6]1[CH:11]=[CH:10][N:9]=[C:8]([C:12]([OH:14])=[O:13])[CH:7]=1.[CH3:18]O, predict the reaction product. The product is: [CH3:18][O:13][C:12]([C:8]1[CH:7]=[C:6]([O:5][C:4]2[CH:15]=[CH:16][CH:17]=[C:2]([NH2:1])[CH:3]=2)[CH:11]=[CH:10][N:9]=1)=[O:14]. (8) Given the reactants [CH3:1][C:2]([Si:5]([CH3:20])([CH3:19])[O:6][CH2:7][C:8]1[NH:12][C:11]2[CH:13]=[CH:14][C:15]([CH:17]=O)=[CH:16][C:10]=2[N:9]=1)([CH3:4])[CH3:3].[Cl:21][C:22]1[CH:27]=[CH:26][CH:25]=[C:24]([Cl:28])[C:23]=1/[N:29]=[C:30]1\[S:31][CH2:32][C:33](=[O:35])[NH:34]\1.N1CCCCC1.Cl, predict the reaction product. The product is: [Cl:28][C:24]1[CH:25]=[CH:26][CH:27]=[C:22]([Cl:21])[C:23]=1/[N:29]=[C:30]1\[S:31]/[C:32](=[CH:17]\[C:15]2[CH:14]=[CH:13][C:11]3[NH:12][C:8]([CH2:7][O:6][Si:5]([C:2]([CH3:1])([CH3:4])[CH3:3])([CH3:19])[CH3:20])=[N:9][C:10]=3[CH:16]=2)/[C:33](=[O:35])[NH:34]\1.